This data is from Reaction yield outcomes from USPTO patents with 853,638 reactions. The task is: Predict the reaction yield, written as a fraction of the theoretical maximum amount of product (1.0 means a 100% yield; for example, 0.34 means a 34% yield). (1) The reactants are [CH2:1]1[CH:6]2[CH2:7][C:8]3([C:10]([OH:12])=O)[CH2:9][CH:2]1[CH2:3][CH:4]3[CH2:5]2.[CH3:13][NH:14][CH2:15][C:16]1[S:17][CH:18]=[CH:19][CH:20]=1.C(N(CC)CC)C.CCN=C=NCCCN(C)C. The product is [CH3:13][N:14]([CH2:15][C:16]1[S:17][CH:18]=[CH:19][CH:20]=1)[C:10]([C:8]12[CH2:7][CH:6]3[CH2:1][CH:2]([CH2:3][CH:4]1[CH2:5]3)[CH2:9]2)=[O:12]. The catalyst is C(Cl)Cl.CN(C1C=CN=CC=1)C. The yield is 0.830. (2) The reactants are [C:1]([O:5][C:6]([N:8]1[CH2:12][CH:11]([C:13](O)=[O:14])[CH2:10][CH:9]1[C:16]([O:18][C:19]([CH3:22])([CH3:21])[CH3:20])=[O:17])=[O:7])([CH3:4])([CH3:3])[CH3:2].B.O1CCCC1. The catalyst is O1CCCC1. The product is [C:1]([O:5][C:6]([N:8]1[CH2:12][C@@H:11]([CH2:13][OH:14])[CH2:10][C@H:9]1[C:16]([O:18][C:19]([CH3:22])([CH3:21])[CH3:20])=[O:17])=[O:7])([CH3:3])([CH3:4])[CH3:2]. The yield is 0.270. (3) The yield is 0.640. The product is [Si:13]([O:12][C:7]1[CH:8]=[C:9]2[C:4](=[CH:5][CH:6]=1)[CH:3]=[C:2]([CH:28]=[O:29])[CH:11]=[CH:10]2)([C:16]([CH3:19])([CH3:18])[CH3:17])([CH3:15])[CH3:14]. The reactants are Br[C:2]1[CH:3]=[C:4]2[C:9](=[CH:10][CH:11]=1)[CH:8]=[C:7]([O:12][Si:13]([C:16]([CH3:19])([CH3:18])[CH3:17])([CH3:15])[CH3:14])[CH:6]=[CH:5]2.[Li]CCCC.CN([CH:28]=[O:29])C. The catalyst is C1COCC1.